Dataset: NCI-60 drug combinations with 297,098 pairs across 59 cell lines. Task: Regression. Given two drug SMILES strings and cell line genomic features, predict the synergy score measuring deviation from expected non-interaction effect. Drug 1: CC(CN1CC(=O)NC(=O)C1)N2CC(=O)NC(=O)C2. Drug 2: CC(C)(C#N)C1=CC(=CC(=C1)CN2C=NC=N2)C(C)(C)C#N. Cell line: UACC-257. Synergy scores: CSS=-1.61, Synergy_ZIP=-0.763, Synergy_Bliss=-3.62, Synergy_Loewe=-3.75, Synergy_HSA=-4.91.